This data is from Reaction yield outcomes from USPTO patents with 853,638 reactions. The task is: Predict the reaction yield, written as a fraction of the theoretical maximum amount of product (1.0 means a 100% yield; for example, 0.34 means a 34% yield). (1) The reactants are N[CH2:2][C:3]([N:5]1[CH2:9][C@H:8]([NH:10][C:11](=[O:18])[C:12]2[CH:17]=[CH:16][CH:15]=[CH:14][CH:13]=2)[CH2:7][C@H:6]1[C:19]([OH:21])=[O:20])=[O:4].[CH2:22]=O.[C:24]([BH3-])#[N:25].[Na+]. The catalyst is CO. The product is [C:11]([NH:10][C@H:8]1[CH2:9][N:5]([C:3](=[O:4])[CH2:2][N:25]([CH3:24])[CH3:22])[C@H:6]([C:19]([OH:21])=[O:20])[CH2:7]1)(=[O:18])[C:12]1[CH:17]=[CH:16][CH:15]=[CH:14][CH:13]=1. The yield is 0.310. (2) The reactants are [NH2:1][C:2]1[CH:3]=[C:4]([C:8]2[C:16]3[C:11](=[CH:12][CH:13]=[C:14]([C:17]([NH2:19])=[O:18])[CH:15]=3)[N:10](C3CCCCO3)[N:9]=2)[CH:5]=[CH:6][CH:7]=1.[Cl:26][C:27]1[CH:32]=[C:31]([Cl:33])[CH:30]=[CH:29][C:28]=1[CH2:34][C:35](O)=[O:36].CCN=C=NCCCN(C)C. No catalyst specified. The product is [Cl:26][C:27]1[CH:32]=[C:31]([Cl:33])[CH:30]=[CH:29][C:28]=1[CH2:34][C:35]([NH:1][C:2]1[CH:3]=[C:4]([C:8]2[C:16]3[C:11](=[CH:12][CH:13]=[C:14]([C:17]([NH2:19])=[O:18])[CH:15]=3)[NH:10][N:9]=2)[CH:5]=[CH:6][CH:7]=1)=[O:36]. The yield is 0.0300. (3) The reactants are Br[C:2]1[CH:3]=[C:4]([OH:9])[CH:5]=[C:6]([Cl:8])[CH:7]=1.[CH3:10][C:11]1([CH3:27])[C:15]([CH3:17])([CH3:16])[O:14][B:13]([B:13]2[O:14][C:15]([CH3:17])([CH3:16])[C:11]([CH3:27])([CH3:10])[O:12]2)[O:12]1.C([O-])(=O)C.[K+].COCCOC. The catalyst is [Cl-].[Na+].O.O. The product is [Cl:8][C:6]1[CH:5]=[C:4]([OH:9])[CH:3]=[C:2]([B:13]2[O:14][C:15]([CH3:17])([CH3:16])[C:11]([CH3:27])([CH3:10])[O:12]2)[CH:7]=1. The yield is 0.280.